This data is from NCI-60 drug combinations with 297,098 pairs across 59 cell lines. The task is: Regression. Given two drug SMILES strings and cell line genomic features, predict the synergy score measuring deviation from expected non-interaction effect. (1) Drug 1: CN(CC1=CN=C2C(=N1)C(=NC(=N2)N)N)C3=CC=C(C=C3)C(=O)NC(CCC(=O)O)C(=O)O. Drug 2: C1=CC(=C(C=C1I)F)NC2=C(C=CC(=C2F)F)C(=O)NOCC(CO)O. Cell line: SW-620. Synergy scores: CSS=74.0, Synergy_ZIP=-6.58, Synergy_Bliss=-8.02, Synergy_Loewe=-3.90, Synergy_HSA=-1.23. (2) Drug 1: CNC(=O)C1=NC=CC(=C1)OC2=CC=C(C=C2)NC(=O)NC3=CC(=C(C=C3)Cl)C(F)(F)F. Drug 2: B(C(CC(C)C)NC(=O)C(CC1=CC=CC=C1)NC(=O)C2=NC=CN=C2)(O)O. Cell line: SF-295. Synergy scores: CSS=31.4, Synergy_ZIP=-4.83, Synergy_Bliss=-5.33, Synergy_Loewe=-44.5, Synergy_HSA=-6.59. (3) Drug 1: CC1OCC2C(O1)C(C(C(O2)OC3C4COC(=O)C4C(C5=CC6=C(C=C35)OCO6)C7=CC(=C(C(=C7)OC)O)OC)O)O. Drug 2: CC1=C(C(=CC=C1)Cl)NC(=O)C2=CN=C(S2)NC3=CC(=NC(=N3)C)N4CCN(CC4)CCO. Cell line: COLO 205. Synergy scores: CSS=40.5, Synergy_ZIP=1.45, Synergy_Bliss=1.03, Synergy_Loewe=-5.01, Synergy_HSA=-4.54. (4) Drug 1: C1=C(C(=O)NC(=O)N1)N(CCCl)CCCl. Drug 2: CC1=C(C=C(C=C1)C(=O)NC2=CC(=CC(=C2)C(F)(F)F)N3C=C(N=C3)C)NC4=NC=CC(=N4)C5=CN=CC=C5. Cell line: 786-0. Synergy scores: CSS=22.5, Synergy_ZIP=1.23, Synergy_Bliss=-3.74, Synergy_Loewe=-5.12, Synergy_HSA=-4.70. (5) Cell line: NCI/ADR-RES. Drug 2: CC1C(C(CC(O1)OC2CC(CC3=C2C(=C4C(=C3O)C(=O)C5=C(C4=O)C(=CC=C5)OC)O)(C(=O)CO)O)N)O.Cl. Synergy scores: CSS=32.5, Synergy_ZIP=-2.13, Synergy_Bliss=-0.391, Synergy_Loewe=-6.48, Synergy_HSA=0.442. Drug 1: C1=CC=C(C=C1)NC(=O)CCCCCCC(=O)NO. (6) Drug 1: CC12CCC(CC1=CCC3C2CCC4(C3CC=C4C5=CN=CC=C5)C)O. Drug 2: C1=NC2=C(N1)C(=S)N=C(N2)N. Cell line: DU-145. Synergy scores: CSS=38.7, Synergy_ZIP=2.29, Synergy_Bliss=2.72, Synergy_Loewe=-10.3, Synergy_HSA=2.12. (7) Drug 1: COC1=C2C(=CC3=C1OC=C3)C=CC(=O)O2. Drug 2: COCCOC1=C(C=C2C(=C1)C(=NC=N2)NC3=CC=CC(=C3)C#C)OCCOC.Cl. Cell line: MALME-3M. Synergy scores: CSS=-2.62, Synergy_ZIP=1.12, Synergy_Bliss=-3.14, Synergy_Loewe=-2.81, Synergy_HSA=-5.93.